This data is from Reaction yield outcomes from USPTO patents with 853,638 reactions. The task is: Predict the reaction yield, written as a fraction of the theoretical maximum amount of product (1.0 means a 100% yield; for example, 0.34 means a 34% yield). (1) The yield is 0.130. The product is [NH2:1][C:2]1[CH:3]=[CH:4][C:5]([S:12]([NH:13][C:14]2[CH:15]=[CH:16][C:17]3[CH2:21][O:20][B:19]([OH:22])[C:18]=3[CH:23]=2)(=[O:25])=[O:24])=[C:6]([CH2:8][C:9]2[O:10][N:31]=[C:28]([CH2:29][CH3:30])[N:27]=2)[CH:7]=1. The catalyst is CN(C=O)C.O. The reactants are [NH2:1][C:2]1[CH:3]=[CH:4][C:5]([S:12](=[O:25])(=[O:24])[NH:13][C:14]2[CH:15]=[CH:16][C:17]3[CH2:21][O:20][B:19]([OH:22])[C:18]=3[CH:23]=2)=[C:6]([CH2:8][C:9](O)=[O:10])[CH:7]=1.O/[N:27]=[C:28](/[NH2:31])\[CH2:29][CH3:30].C(Cl)CCl.C1C=CC2N(O)N=NC=2C=1. (2) The reactants are [NH2:1][C:2]1[C:7]([CH:8]=O)=[CH:6][CH:5]=[CH:4][N:3]=1.Br.Br[CH2:12][C:13]([C:15]1[CH:20]=[CH:19][CH:18]=[CH:17][N:16]=1)=O.[OH-:21].[Na+].Cl. The catalyst is ClCCl. The product is [N:16]1[CH:17]=[CH:18][CH:19]=[CH:20][C:15]=1[C:13]1[C:12]([OH:21])=[CH:8][C:7]2[C:2](=[N:3][CH:4]=[CH:5][CH:6]=2)[N:1]=1. The yield is 0.130. (3) The reactants are O[C:2]1[CH:3]=[C:4]([NH:8][C:9]2[N:14]=[C:13]([NH:15][C:16]3[CH:21]=[CH:20][CH:19]=[C:18](O)[CH:17]=3)[C:12]([F:23])=[CH:11][N:10]=2)[CH:5]=[CH:6][CH:7]=1.[CH2:24]([N:31]1[CH2:36][CH2:35][N:34](C2C=CC(N)=CC=2)[CH2:33][CH2:32]1)[C:25]1[CH:30]=[CH:29][CH:28]=[CH:27][CH:26]=1.Cl[C:45]1[N:50]=[C:49](Cl)[C:48](F)=[CH:47]N=1. No catalyst specified. The product is [CH2:49]([N:50]1[CH2:45][CH2:9][N:8]([C:7]2[CH:6]=[CH:5][C:4]([NH:8][C:9]3[N:14]=[C:13]([NH:15][C:16]4[CH:21]=[CH:20][C:19]([N:34]5[CH2:33][CH2:32][N:31]([CH2:24][C:25]6[CH:26]=[CH:27][CH:28]=[CH:29][CH:30]=6)[CH2:36][CH2:35]5)=[CH:18][CH:17]=4)[C:12]([F:23])=[CH:11][N:10]=3)=[CH:3][CH:2]=2)[CH2:4][CH2:3]1)[C:48]1[CH:47]=[CH:2][CH:7]=[CH:6][CH:5]=1. The yield is 0.640. (4) The reactants are [N:1]([C:9]([O:11]C(C)C)=O)=NC(OC(C)C)=O.[CH3:15]/[C:16](/[CH2:22][CH2:23][CH:24]=[C:25]([CH3:27])[CH3:26])=[CH:17]\[CH:18](O)[CH2:19][CH3:20].[CH:41]1[CH:46]=[CH:45][C:44](P([C:41]2[CH:46]=[CH:45][CH:44]=[CH:43][CH:42]=2)[C:41]2[CH:46]=[CH:45][CH:44]=[CH:43][CH:42]=2)=[CH:43][CH:42]=1.C1C[O:50][CH2:49]C1. No catalyst specified. The product is [CH3:15]/[C:16](/[CH2:22][CH2:23][CH:24]=[C:25]([CH3:27])[CH3:26])=[CH:17]\[CH:18]([N:1]1[C:9](=[O:11])[C:42]2[C:41](=[CH:46][CH:45]=[CH:44][CH:43]=2)[C:49]1=[O:50])[CH2:19][CH3:20]. The yield is 0.580. (5) The reactants are [C:1]([O:5][CH2:6][C:7]1[CH:12]=[CH:11][CH:10]=[CH:9][CH:8]=1)(=[O:4])[C:2]#[CH:3].[CH2:13]([SnH:17]([CH2:22][CH2:23][CH2:24][CH3:25])[CH2:18][CH2:19][CH2:20][CH3:21])[CH2:14][CH2:15][CH3:16]. The catalyst is C1COCC1.C1C=CC([P]([Pd]([P](C2C=CC=CC=2)(C2C=CC=CC=2)C2C=CC=CC=2)([P](C2C=CC=CC=2)(C2C=CC=CC=2)C2C=CC=CC=2)[P](C2C=CC=CC=2)(C2C=CC=CC=2)C2C=CC=CC=2)(C2C=CC=CC=2)C2C=CC=CC=2)=CC=1. The product is [CH2:22]([Sn:17]([CH2:13][CH2:14][CH2:15][CH3:16])([CH2:18][CH2:19][CH2:20][CH3:21])[C:2](=[CH2:3])[C:1]([O:5][CH2:6][C:7]1[CH:12]=[CH:11][CH:10]=[CH:9][CH:8]=1)=[O:4])[CH2:23][CH2:24][CH3:25]. The yield is 0.730. (6) The reactants are [CH:1]1([C:4]2[C:5]([NH:23][S:24]([CH3:27])(=[O:26])=[O:25])=[CH:6][C:7]3[O:11][C:10]([C:12]4[CH:17]=[CH:16][C:15]([Cl:18])=[CH:14][CH:13]=4)=[C:9]([C:19](O)=[O:20])[C:8]=3[CH:22]=2)[CH2:3][CH2:2]1.C[CH2:29][N:30](C(C)C)C(C)C.CN(C(ON1N=NC2C=CC=NC1=2)=[N+](C)C)C.F[P-](F)(F)(F)(F)F.CN.C1COCC1. The catalyst is CN(C=O)C.O. The product is [Cl:18][C:15]1[CH:14]=[CH:13][C:12]([C:10]2[O:11][C:7]3[CH:6]=[C:5]([NH:23][S:24]([CH3:27])(=[O:26])=[O:25])[C:4]([CH:1]4[CH2:2][CH2:3]4)=[CH:22][C:8]=3[C:9]=2[C:19]([NH:30][CH3:29])=[O:20])=[CH:17][CH:16]=1. The yield is 0.970. (7) The reactants are [NH2:1][C:2]1[C:15]2[C:6](=[CH:7][C:8]3[C:9]4[C:14]=2[C:13](=[O:16])[N:12]([CH2:17][CH2:18][N:19]([CH3:21])[CH3:20])[C:11](=[O:22])[C:10]=4[CH:23]=[CH:24][CH:25]=3)[CH:5]=[CH:4][CH:3]=1.[CH2:26]([N:31]=[C:32]=[O:33])[CH2:27][CH2:28][CH2:29][CH3:30].C(Cl)Cl.CO. The catalyst is C(#N)C. The product is [CH3:21][N:19]([CH3:20])[CH2:18][CH2:17][N:12]1[C:11](=[O:22])[C:10]2[CH:23]=[CH:24][CH:25]=[C:8]3[C:9]=2[C:14](=[C:15]2[C:2]([NH:1][C:32]([NH:31][CH2:26][CH2:27][CH2:28][CH2:29][CH3:30])=[O:33])=[CH:3][CH:4]=[CH:5][C:6]2=[CH:7]3)[C:13]1=[O:16]. The yield is 0.280.